Dataset: Full USPTO retrosynthesis dataset with 1.9M reactions from patents (1976-2016). Task: Predict the reactants needed to synthesize the given product. (1) Given the product [Cl:14][C:12]1[CH:13]=[C:8]2[C:7](=[O:17])[C:6]3[CH:18]=[C:2]([NH:37][S:34]([N:33]([CH2:32][C@@H:27]4[CH2:28][O:29][CH2:30][CH2:31][O:26]4)[CH3:38])(=[O:35])=[O:36])[CH:3]=[CH:4][C:5]=3[CH:16]=[CH:15][C:9]2=[N:10][CH:11]=1, predict the reactants needed to synthesize it. The reactants are: Br[C:2]1[CH:3]=[CH:4][C:5]2[CH:16]=[CH:15][C:9]3=[N:10][CH:11]=[C:12]([Cl:14])[CH:13]=[C:8]3[C:7](=[O:17])[C:6]=2[CH:18]=1.FC(F)(F)C([O-])=O.[O:26]1[CH2:31][CH2:30][O:29][CH2:28][C@H:27]1[CH2:32][N:33]([CH3:38])[S:34]([NH3+:37])(=[O:36])=[O:35].CC1(C)C2C=CC=C(P(C3C=CC=CC=3)C3C=CC=CC=3)C=2OC2C1=CC=CC=2P(C1C=CC=CC=1)C1C=CC=CC=1.C(=O)([O-])[O-].[Cs+].[Cs+]. (2) Given the product [C:1]([O:5][C:6]([NH:8][C@H:9]([CH2:14][C:15]1[CH:20]=[C:19]([F:21])[C:18]([F:22])=[CH:17][C:16]=1[F:23])[CH2:10][C:11]([N:34]1[CH2:33][CH2:32][N:31]2[C:27]([C:26]([F:37])([F:25])[F:36])=[N:28][N:29]=[C:30]2[CH2:35]1)=[O:13])=[O:7])([CH3:2])([CH3:3])[CH3:4], predict the reactants needed to synthesize it. The reactants are: [C:1]([O:5][C:6]([NH:8][C@H:9]([CH2:14][C:15]1[CH:20]=[C:19]([F:21])[C:18]([F:22])=[CH:17][C:16]=1[F:23])[CH2:10][C:11]([OH:13])=O)=[O:7])([CH3:4])([CH3:3])[CH3:2].Cl.[F:25][C:26]([F:37])([F:36])[C:27]1[N:31]2[CH2:32][CH2:33][NH:34][CH2:35][C:30]2=[N:29][N:28]=1. (3) The reactants are: [N:1]([CH2:4][C:5]1[CH:6]=[C:7]([C:14]([NH2:16])=[O:15])[CH:8]=[C:9]([CH:13]=1)[C:10]([NH2:12])=[O:11])=[N+]=[N-].[H][H]. Given the product [NH2:1][CH2:4][C:5]1[CH:6]=[C:7]([C:14]([NH2:16])=[O:15])[CH:8]=[C:9]([CH:13]=1)[C:10]([NH2:12])=[O:11], predict the reactants needed to synthesize it. (4) Given the product [C:8]([C:10]1[C:18]2[C:13](=[CH:14][CH:15]=[C:16]([CH2:19][CH2:20][NH:21][C:22](=[O:36])[C:23]3[CH:28]=[CH:27][C:26]([C:29]4[CH:34]=[CH:33][N:32]=[C:31]([N:4]([CH2:3][CH:2]([OH:1])[CH2:6][OH:7])[CH3:5])[N:30]=4)=[CH:25][CH:24]=3)[CH:17]=2)[NH:12][CH:11]=1)#[N:9], predict the reactants needed to synthesize it. The reactants are: [OH:1][CH:2]([CH2:6][OH:7])[CH2:3][NH:4][CH3:5].[C:8]([C:10]1[C:18]2[C:13](=[CH:14][CH:15]=[C:16]([CH2:19][CH2:20][NH:21][C:22](=[O:36])[C:23]3[CH:28]=[CH:27][C:26]([C:29]4[CH:34]=[CH:33][N:32]=[C:31](Cl)[N:30]=4)=[CH:25][CH:24]=3)[CH:17]=2)[NH:12][CH:11]=1)#[N:9]. (5) The reactants are: [CH3:1][C:2]1[N:3]([C:8]2[CH:13]=[C:12]([CH3:14])[CH:11]=[C:10]([CH2:15][CH2:16][C:17]3[CH:22]=[CH:21][CH:20]=[C:19]([CH:23]([CH2:39][N+:40]([O-])=O)[CH2:24][C:25]4[CH:30]=[C:29]([CH3:31])[CH:28]=[C:27]([N:32]5[C:36]([CH3:37])=[CH:35][CH:34]=[C:33]5[CH3:38])[N:26]=4)[CH:18]=3)[N:9]=2)[C:4]([CH3:7])=[CH:5][CH:6]=1. Given the product [CH3:37][C:36]1[N:32]([C:27]2[N:26]=[C:25]([CH2:24][CH:23]([C:19]3[CH:20]=[CH:21][CH:22]=[C:17]([CH2:16][CH2:15][C:10]4[CH:11]=[C:12]([CH3:14])[CH:13]=[C:8]([N:3]5[C:4]([CH3:7])=[CH:5][CH:6]=[C:2]5[CH3:1])[N:9]=4)[CH:18]=3)[CH2:39][NH2:40])[CH:30]=[C:29]([CH3:31])[CH:28]=2)[C:33]([CH3:38])=[CH:34][CH:35]=1, predict the reactants needed to synthesize it. (6) Given the product [ClH:18].[CH3:16][O:15][CH2:14][C:8]1([NH2:7])[CH2:13][CH2:12][O:11][CH2:10][CH2:9]1, predict the reactants needed to synthesize it. The reactants are: C(OC(=O)[NH:7][C:8]1([CH2:14][O:15][CH3:16])[CH2:13][CH2:12][O:11][CH2:10][CH2:9]1)(C)(C)C.[ClH:18].